Task: Binary Classification. Given a drug SMILES string, predict its activity (active/inactive) in a high-throughput screening assay against a specified biological target.. Dataset: M1 muscarinic receptor antagonist screen with 61,756 compounds (1) The molecule is Clc1ccc(C(N2CCN(CC2)C(=O)c2occc2)C(=O)NCCCOCC)cc1. The result is 0 (inactive). (2) The compound is O=C1NC(c2c1cccc2)CC(=O)N. The result is 0 (inactive).